Dataset: Forward reaction prediction with 1.9M reactions from USPTO patents (1976-2016). Task: Predict the product of the given reaction. (1) Given the reactants [C:1]([Mg]Cl)([CH3:4])([CH3:3])[CH3:2].C1COCC1.[Cu](C#N)C#N.Br[C:18]1[CH:23]=[CH:22][C:21]([CH3:24])=[CH:20][N:19]=1.N, predict the reaction product. The product is: [C:1]([C:18]1[CH:23]=[CH:22][C:21]([CH3:24])=[CH:20][N:19]=1)([CH3:4])([CH3:3])[CH3:2]. (2) Given the reactants [C:1]([O:5][C:6](=[O:40])[N:7]([C@H:9]([C:11](=[O:39])[NH:12][C@@H:13]1[C:19](=[O:20])[N:18]([CH2:21][C:22]2[C:31]3[C:26](=[CH:27][C:28]([Br:32])=[CH:29][CH:30]=3)[CH:25]=[CH:24][C:23]=2[O:33][CH3:34])[C:17]2[CH:35]=[CH:36][CH:37]=[CH:38][C:16]=2[NH:15][CH2:14]1)[CH3:10])[CH3:8])([CH3:4])([CH3:3])[CH3:2].[C:41]([O:52][CH3:53])(=[O:51])[C:42]1[CH:50]=[CH:49][C:45]([C:46]([O-])=[O:47])=[CH:44][CH:43]=1.O=P(Cl)(Cl)Cl.C(O)(=O)CC(CC(O)=O)(C(O)=O)O, predict the reaction product. The product is: [CH3:53][O:52][C:41](=[O:51])[C:42]1[CH:50]=[CH:49][C:45]([C:46]([N:15]2[CH2:14][C@H:13]([NH:12][C:11](=[O:39])[C@@H:9]([N:7]([C:6]([O:5][C:1]([CH3:2])([CH3:3])[CH3:4])=[O:40])[CH3:8])[CH3:10])[C:19](=[O:20])[N:18]([CH2:21][C:22]3[C:31]4[C:26](=[CH:27][C:28]([Br:32])=[CH:29][CH:30]=4)[CH:25]=[CH:24][C:23]=3[O:33][CH3:34])[C:17]3[CH:35]=[CH:36][CH:37]=[CH:38][C:16]2=3)=[O:47])=[CH:44][CH:43]=1. (3) Given the reactants [CH:1]1([CH2:7][NH:8][C:9](=[O:19])[C:10]2[CH:15]=[C:14]([F:16])[C:13](F)=[C:12]([F:18])[CH:11]=2)[CH2:6][CH2:5][CH2:4][CH2:3][CH2:2]1.[CH2:20]([OH:23])[C:21]#[CH:22].[H-].[Na+], predict the reaction product. The product is: [CH:1]1([CH2:7][NH:8][C:9](=[O:19])[C:10]2[CH:11]=[C:12]([F:18])[C:13]([O:23][CH2:20][C:21]#[CH:22])=[C:14]([F:16])[CH:15]=2)[CH2:2][CH2:3][CH2:4][CH2:5][CH2:6]1. (4) Given the reactants [NH2:1][C@H:2]([C:14]([NH:16][C:17]1[CH:18]=[N:19][N:20]([CH3:42])[C:21]=1[NH:22][C:23]([C:36]1[CH:41]=[CH:40][CH:39]=[CH:38][CH:37]=1)([C:30]1[CH:35]=[CH:34][CH:33]=[CH:32][CH:31]=1)[C:24]1[CH:29]=[CH:28][CH:27]=[CH:26][CH:25]=1)=[O:15])[CH2:3][CH2:4][CH2:5][NH:6][C:7](=[O:13])[O:8][C:9]([CH3:12])([CH3:11])[CH3:10].[C:43]([O:47][C:48]([NH:50][CH2:51][C:52](ON1C(=O)CCC1=O)=[O:53])=[O:49])([CH3:46])([CH3:45])[CH3:44].C(Cl)(Cl)Cl, predict the reaction product. The product is: [C:43]([O:47][C:48]([NH:50][CH2:51][C:52]([NH:1][C@H:2]([C:14]([NH:16][C:17]1[CH:18]=[N:19][N:20]([CH3:42])[C:21]=1[NH:22][C:23]([C:36]1[CH:41]=[CH:40][CH:39]=[CH:38][CH:37]=1)([C:30]1[CH:35]=[CH:34][CH:33]=[CH:32][CH:31]=1)[C:24]1[CH:25]=[CH:26][CH:27]=[CH:28][CH:29]=1)=[O:15])[CH2:3][CH2:4][CH2:5][NH:6][C:7](=[O:13])[O:8][C:9]([CH3:12])([CH3:11])[CH3:10])=[O:53])=[O:49])([CH3:46])([CH3:45])[CH3:44]. (5) Given the reactants [CH:1]1([CH2:5][CH:6]([N:10]2[C:15](=[O:16])[CH:14]=[C:13]([O:17][C:18]3[C:23]([F:24])=[CH:22][CH:21]=[CH:20][C:19]=3[F:25])[CH:12]=[N:11]2)[C:7](O)=[O:8])[CH2:4][CH2:3][CH2:2]1.[C:26]([Si:30]([CH3:41])([CH3:40])[O:31][CH2:32][CH2:33][N:34]1[CH:38]=[CH:37][C:36]([NH2:39])=[N:35]1)([CH3:29])([CH3:28])[CH3:27], predict the reaction product. The product is: [C:26]([Si:30]([CH3:41])([CH3:40])[O:31][CH2:32][CH2:33][N:34]1[CH:38]=[CH:37][C:36]([NH:39][C:7](=[O:8])[CH:6]([N:10]2[C:15](=[O:16])[CH:14]=[C:13]([O:17][C:18]3[C:19]([F:25])=[CH:20][CH:21]=[CH:22][C:23]=3[F:24])[CH:12]=[N:11]2)[CH2:5][CH:1]2[CH2:4][CH2:3][CH2:2]2)=[N:35]1)([CH3:29])([CH3:28])[CH3:27]. (6) Given the reactants [Cl:1][C:2]1[C:3]([NH:15][CH:16]2[CH2:26][CH2:25][C:19]3([CH2:24][CH2:23][NH:22][CH2:21][CH2:20]3)[CH2:18][CH2:17]2)=[N:4][C:5]([NH:8][C:9]2[CH:10]=[N:11][N:12]([CH3:14])[CH:13]=2)=[N:6][CH:7]=1.[C:27](OC(=O)C)(=[O:29])[CH3:28].C(N(CC)CC)C, predict the reaction product. The product is: [Cl:1][C:2]1[C:3]([NH:15][CH:16]2[CH2:26][CH2:25][C:19]3([CH2:24][CH2:23][N:22]([C:27](=[O:29])[CH3:28])[CH2:21][CH2:20]3)[CH2:18][CH2:17]2)=[N:4][C:5]([NH:8][C:9]2[CH:10]=[N:11][N:12]([CH3:14])[CH:13]=2)=[N:6][CH:7]=1. (7) The product is: [CH3:14][O:15][C:16]([C:18]1[S:19][C:20]([CH2:23][CH2:24][CH2:25][NH:26][CH2:9][C:8]2[CH:11]=[CH:12][C:5]([CH2:1][CH2:2][CH2:3][CH3:4])=[CH:6][CH:7]=2)=[CH:21][CH:22]=1)=[O:17]. Given the reactants [CH2:1]([C:5]1[CH:12]=[CH:11][C:8]([CH:9]=O)=[CH:7][CH:6]=1)[CH2:2][CH2:3][CH3:4].Cl.[CH3:14][O:15][C:16]([C:18]1[S:19][C:20]([CH2:23][CH2:24][CH2:25][NH2:26])=[CH:21][CH:22]=1)=[O:17].[O-]S([O-])(=O)=O.[Na+].[Na+].C(O)(=O)C.C(O[BH-](OC(=O)C)OC(=O)C)(=O)C.[Na+], predict the reaction product. (8) Given the reactants [Br:1][C:2]1[CH:11]=[C:10]2[C:5]([N:6]=[CH:7][C:8]([NH:12][NH:13][C:14]([CH:16]3[CH2:18][CH2:17]3)=O)=[N:9]2)=[CH:4][CH:3]=1, predict the reaction product. The product is: [Br:1][C:2]1[CH:11]=[C:10]2[C:5]([N:6]=[CH:7][C:8]3[N:9]2[C:14]([CH:16]2[CH2:18][CH2:17]2)=[N:13][N:12]=3)=[CH:4][CH:3]=1. (9) Given the reactants [Br:1][C:2]1[C:3]([CH3:21])=[N:4][N:5]([CH2:14][C:15](N(OC)C)=[O:16])[C:6]=1[C:7]1[CH:12]=[CH:11][C:10]([F:13])=[CH:9][CH:8]=1.C[Mg+].[Br-].[C:25](OCC)(=O)C.Cl, predict the reaction product. The product is: [Br:1][C:2]1[C:3]([CH3:21])=[N:4][N:5]([CH2:14][C:15](=[O:16])[CH3:25])[C:6]=1[C:7]1[CH:12]=[CH:11][C:10]([F:13])=[CH:9][CH:8]=1. (10) The product is: [CH3:38][O:39][CH2:40][O:41][C:42]1[CH:43]=[C:44]([NH:45][C:12]([C:15]2[CH:16]=[C:17]([CH:35]=[CH:36][CH:37]=2)[CH:18]=[C:19]2[S:23][C:22](=[O:24])[N:21]([CH2:25][C:26]3[CH:31]=[CH:30][C:29]([Cl:32])=[C:28]([Cl:33])[CH:27]=3)[C:20]2=[O:34])=[O:13])[CH:46]=[CH:47][C:48]=1[O:49][CH2:50][O:51][CH3:52]. Given the reactants P(Cl)(Cl)(Cl)=O.N1C=CC=CC=1.[C:12]([C:15]1[CH:16]=[C:17]([CH:35]=[CH:36][CH:37]=1)[CH:18]=[C:19]1[S:23][C:22](=[O:24])[N:21]([CH2:25][C:26]2[CH:31]=[CH:30][C:29]([Cl:32])=[C:28]([Cl:33])[CH:27]=2)[C:20]1=[O:34])(O)=[O:13].[CH3:38][O:39][CH2:40][O:41][C:42]1[CH:43]=[C:44]([CH:46]=[CH:47][C:48]=1[O:49][CH2:50][O:51][CH3:52])[NH2:45], predict the reaction product.